From a dataset of Catalyst prediction with 721,799 reactions and 888 catalyst types from USPTO. Predict which catalyst facilitates the given reaction. (1) The catalyst class is: 7. Reactant: O[C@H:2]1[CH2:6][N:5]([C:7]([O:9][C:10]([CH3:13])([CH3:12])[CH3:11])=[O:8])[C@H:4]([CH2:14][C:15]([O:17][CH3:18])=[O:16])[CH2:3]1.C1(P(C2C=CC=CC=2)C2C=CC=CC=2)C=CC=CC=1.N(C(OCC)=O)=NC(OCC)=O.C1(P([N:64]=[N+:65]=[N-:66])(C2C=CC=CC=2)=O)C=CC=CC=1. Product: [N:64]([C@@H:2]1[CH2:6][N:5]([C:7]([O:9][C:10]([CH3:13])([CH3:12])[CH3:11])=[O:8])[C@H:4]([CH2:14][C:15]([O:17][CH3:18])=[O:16])[CH2:3]1)=[N+:65]=[N-:66]. (2) Reactant: C[O:2][C:3]1[CH:4]=[C:5]([S:9]([NH:12][C:13](=[O:15])[CH3:14])(=[O:11])=[O:10])[CH:6]=[CH:7][CH:8]=1.B(Br)(Br)Br. The catalyst class is: 2. Product: [OH:2][C:3]1[CH:4]=[C:5]([S:9]([NH:12][C:13](=[O:15])[CH3:14])(=[O:11])=[O:10])[CH:6]=[CH:7][CH:8]=1.